Dataset: Catalyst prediction with 721,799 reactions and 888 catalyst types from USPTO. Task: Predict which catalyst facilitates the given reaction. (1) Reactant: C(OC([N:6]1[CH2:10][CH:9]([C:11]2[CH:16]=[CH:15][C:14]([N+:17]([O-:19])=[O:18])=[CH:13][CH:12]=2)[CH:8]([C:20]([O:22][CH2:23][CH3:24])=[O:21])[CH2:7]1)=O)=C.Cl. Product: [CH2:23]([O:22][C:20]([CH:8]1[CH:9]([C:11]2[CH:16]=[CH:15][C:14]([N+:17]([O-:19])=[O:18])=[CH:13][CH:12]=2)[CH2:10][NH:6][CH2:7]1)=[O:21])[CH3:24]. The catalyst class is: 12. (2) Reactant: N[C:2]1[CH:3]=[C:4]([C:8]2[C:9]([C:14]#[N:15])=[CH:10][CH:11]=[CH:12][CH:13]=2)[CH:5]=[CH:6][CH:7]=1.S(=O)(=O)(O)[OH:17].N([O-])=O.[Na+]. Product: [OH:17][C:2]1[CH:3]=[C:4]([C:8]2[C:9]([C:14]#[N:15])=[CH:10][CH:11]=[CH:12][CH:13]=2)[CH:5]=[CH:6][CH:7]=1. The catalyst class is: 38.